This data is from Catalyst prediction with 721,799 reactions and 888 catalyst types from USPTO. The task is: Predict which catalyst facilitates the given reaction. Product: [Cl:15][C:16]1[C:25]2[C:20](=[CH:21][CH:22]=[C:23]([S:26]([N:1]3[CH2:5][CH2:4][CH2:3][C@@H:2]3[CH2:6][OH:7])(=[O:28])=[O:27])[CH:24]=2)[C:19]([Cl:30])=[CH:18][N:17]=1. The catalyst class is: 2. Reactant: [NH:1]1[CH2:5][CH2:4][CH2:3][C@@H:2]1[CH2:6][OH:7].CCN(CC)CC.[Cl:15][C:16]1[C:25]2[C:20](=[CH:21][CH:22]=[C:23]([S:26](Cl)(=[O:28])=[O:27])[CH:24]=2)[C:19]([Cl:30])=[CH:18][N:17]=1.